Dataset: Forward reaction prediction with 1.9M reactions from USPTO patents (1976-2016). Task: Predict the product of the given reaction. (1) The product is: [NH2:1][C:2]1[N:7]=[C:6]([C:8]2[CH:13]=[CH:12][CH:11]=[CH:10][C:9]=2[CH3:14])[C:5]([C:15]2[CH:16]=[CH:17][C:18](=[O:21])[N:19]([CH:22]([CH3:24])[CH3:23])[N:20]=2)=[CH:4][N:3]=1. Given the reactants [NH2:1][C:2]1[N:7]=[C:6]([C:8]2[CH:13]=[CH:12][CH:11]=[CH:10][C:9]=2[CH3:14])[C:5]([C:15]2[CH:16]=[CH:17][C:18](=[O:21])[NH:19][N:20]=2)=[CH:4][N:3]=1.[CH:22](I)([CH3:24])[CH3:23], predict the reaction product. (2) Given the reactants [F:1][C:2]1[CH:7]=[CH:6][C:5]([N:8]2[C:17]3[C:12](=[N:13][CH:14]=[C:15]([CH2:18][C:19]4[CH:24]=[CH:23][C:22]([F:25])=[CH:21][CH:20]=4)[CH:16]=3)[C:11]([OH:26])=[C:10]([C:27](OCC)=[O:28])[C:9]2=[O:32])=[CH:4][CH:3]=1.[CH3:33][O:34][CH2:35][CH2:36][NH2:37], predict the reaction product. The product is: [F:1][C:2]1[CH:3]=[CH:4][C:5]([N:8]2[C:17]3[C:12](=[N:13][CH:14]=[C:15]([CH2:18][C:19]4[CH:24]=[CH:23][C:22]([F:25])=[CH:21][CH:20]=4)[CH:16]=3)[C:11]([OH:26])=[C:10]([C:27]([NH:37][CH2:36][CH2:35][O:34][CH3:33])=[O:28])[C:9]2=[O:32])=[CH:6][CH:7]=1.